Dataset: Forward reaction prediction with 1.9M reactions from USPTO patents (1976-2016). Task: Predict the product of the given reaction. The product is: [F:1][C:2]1[CH:3]=[C:4]2[C:20](=[CH:21][CH:22]=1)[C:8]([C:9]1[CH:14]=[CH:13][C:12]([C:15]([F:18])([F:17])[F:16])=[CH:11][CH:10]=1)=[N:7][CH2:6][CH2:5]2. Given the reactants [F:1][C:2]1[CH:3]=[C:4]([CH:20]=[CH:21][CH:22]=1)[CH2:5][CH2:6][NH:7][C:8](=O)[C:9]1[CH:14]=[CH:13][C:12]([C:15]([F:18])([F:17])[F:16])=[CH:11][CH:10]=1.O=P12OP3(OP(OP(O3)(O1)=O)(=O)O2)=O.[OH-].[K+].C(OCC)C, predict the reaction product.